This data is from Full USPTO retrosynthesis dataset with 1.9M reactions from patents (1976-2016). The task is: Predict the reactants needed to synthesize the given product. (1) Given the product [CH3:18][C:19]([CH3:24])([CH3:23])[CH2:20][CH2:21][NH:22][C:2]1[C:3]([C:4]([O:6][CH2:25][CH3:26])=[O:5])=[CH:7][CH:8]=[C:9]([CH3:11])[N:10]=1, predict the reactants needed to synthesize it. The reactants are: Cl[C:2]1[N:10]=[C:9]([CH3:11])[CH:8]=[CH:7][C:3]=1[C:4]([OH:6])=[O:5].C(=O)([O-])[O-].[K+].[K+].[CH3:18][C:19]([CH3:24])([CH3:23])[CH2:20][CH2:21][NH2:22].[CH2:25](O)[CH3:26]. (2) The reactants are: [CH:1]1([C@H:7]2[C:47](=[O:48])[N:46]3[CH2:49][C@@H:43]([CH2:44][C@H:45]3[C:50](=[O:67])[NH:51][C@:52]3([C:57](=[O:66])[NH:58][S:59]([C:62]4([CH3:65])[CH2:64][CH2:63]4)(=[O:61])=[O:60])[CH2:54][C@H:53]3[CH:55]=[CH2:56])[O:42][C:19]3=[N:20][C:21]4[CH:22]=[CH:23][CH:24]=[CH:25][C:26]=4[C:27]([O:28][CH:29]4[CH2:34][CH2:33][N:32](C(OC(C)(C)C)=O)[CH2:31][CH2:30]4)=[C:18]3[CH2:17][CH2:16][CH2:15][CH2:14][CH2:13][C@@H:12]3[CH2:68][C@H:11]3[O:10][C:9](=[O:69])[NH:8]2)[CH2:6][CH2:5][CH2:4][CH2:3][CH2:2]1.[F:70][C:71]([F:76])([F:75])[C:72]([OH:74])=[O:73]. Given the product [F:70][C:71]([F:76])([F:75])[C:72]([O-:74])=[O:73].[CH:1]1([C@H:7]2[C:47](=[O:48])[N:46]3[CH2:49][C@@H:43]([CH2:44][C@H:45]3[C:50](=[O:67])[NH:51][C@:52]3([C:57](=[O:66])[NH:58][S:59]([C:62]4([CH3:65])[CH2:63][CH2:64]4)(=[O:61])=[O:60])[CH2:54][C@H:53]3[CH:55]=[CH2:56])[O:42][C:19]3=[N:20][C:21]4[CH:22]=[CH:23][CH:24]=[CH:25][C:26]=4[C:27]([O:28][CH:29]4[CH2:30][CH2:31][NH2+:32][CH2:33][CH2:34]4)=[C:18]3[CH2:17][CH2:16][CH2:15][CH2:14][CH2:13][C@@H:12]3[CH2:68][C@H:11]3[O:10][C:9](=[O:69])[NH:8]2)[CH2:6][CH2:5][CH2:4][CH2:3][CH2:2]1, predict the reactants needed to synthesize it.